From a dataset of Drug-target binding data from BindingDB using Kd measurements. Regression. Given a target protein amino acid sequence and a drug SMILES string, predict the binding affinity score between them. We predict pKd (pKd = -log10(Kd in M); higher means stronger binding). Dataset: bindingdb_kd. (1) The compound is COc1nc2ccc(C(O)(c3ccc(C)nc3C)c3cnnn3C)cc2c(C#N)c1Cc1ccc(C(F)(F)F)cc1. The target protein sequence is MRTQIEVIPCKICGDKSSGIHYGVITCEGCKGFFRRSQRCNAAYSCTRQQNCPIDRTSRNRCQHCRLQKCLALGMSRDAVKFGRMSKKQRDSLHAEVQKQLQQRQQQQQEPVVKTPPAGAQGADTLTYTLGLPDGQLPLGSSPDLPEASACPPGLLKASGSGPSYSNNLAKAGLNGASCHLEYSPERGKAEGRESFYSTGSQLTPDRCGLRFEEHRHPGLGELGQGPDSYGSPSFRSTPEAPYASLTEIEHLVQSVCKSYRETCQLRLEDLLRQRSNIFSREEVTGYQRKSMWEMWERCAHHLTEAIQYVVEFAKRLSGFMELCQNDQIVLLKAGAMEVVLVRMCRAYNADNRTVFFEGKYGGMELFRALGCSELISSIFDFSHSLSALHFSEDEIALYTALVLINAHRPGLQEKRKVEQLQYNLELAFHHHLCKTHRQSILAKLPPKGKLRSLCSQHVERLQIFQHLHPIVVQAAFPPLYKELFSTETESPVGLSK. The pKd is 9.2. (2) The small molecule is C[C@H](Nc1nc(-c2c[nH]c3ncc(Cl)cc23)ncc1F)C(=O)N(C)C. The target protein (P03428) has sequence MERIKELRNLMSQSRTREILTKTTVDHMAIIKKYTSGRQEKNPALRMKWMMAMKYPITADKRITEMIPERNEQGQTLWSKMNDAGSDRVMVSPLAVTWWNRNGPITNTVHYPKIYKTYFERVERLKHGTFGPVHFRNQVKIRRRVDINPGHADLSAKEAQDVIMEVVFPNEVGARILTSESQLTITKEKKEELQDCKISPLMVAYMLERELVRKTRFLPVAGGTSSVYIEVLHLTQGTCWEQMYTPGGEVRNDDVDQSLIIAARNIVRRAAVSADPLASLLEMCHSTQIGGIRMVDILRQNPTEEQAVDICKAAMGLRISSSFSFGGFTFKRTSGSSVKREEEVLTGNLQTLKIRVHEGYEEFTMVGRRATAILRKATRRLIQLIVSGRDEQSIAEAIIVAMVFSQEDCMIKAVRGDLNFVNRANQRLNPMHQLLRHFQKDAKVLFQNWGVEPIDNVMGMIGILPDMTPSIEMSMRGVRISKMGVDEYSSTERVVVSIDR.... The pKd is 7.0. (3) The compound is CCCCN1CCC(COC(=O)c2cc(I)c(N)c3c2OCCO3)CC1. The target protein sequence is MDKLDANGSSKEGFGSVEKVVLLTFVSAVILMAVLGNLLVMVAVCRDRQLRKIKTNYFIVSLAFADLLVSVLVMPFGAIELVQDVWIYGEMFCLVRTSLDVLLTTASIFHLCCISLDRYYAICCQPLVYRNKMTPLRVAVLLAGCWAIPVLISFLPIMQGWNNIGITDLERTSKPRLGQDLHVIEKRKFHQNSNSTYCIFMVNKPYAITCSVVAFYIPFLLMVLAYWRIYVTAKEHAHQIQMLQRAGAPAEGRPPSADQHSTHRMRTETKAAKTLCVIMGCFCLCWAPFFVTNVVDPFADYSVPGQVWTAFLWLGYINSGLNPFLYAFLNKSFRRAFLIILCCDDERYRRPCVAGQTVPCSTTTVNGSTHVLRDAVECGGQWESQCHPPATSPLVAAQPSDT. The pKd is 9.7. (4) The compound is [NH3+][C@@H](Cc1ccc(OP(=O)([O-])[O-])cc1)C(=O)[O-]. The target protein sequence is QAEEWYFGKITRRESERLLLNPENPRGTFLVRESETTKGAYCLSVSDFDNAKGLNVKHYKIRKLDSGGFYITSRTQFSSLQQLVAYYSKHADGLCHRLTNVCPT. The pKd is 7.2. (5) The target protein sequence is MIQAYLGLGSNIGDRESQLNDAIKILNEYDGINVSNISPIYETAPVGYTEQPNFLNLCVEIQTTLTVLQLLECCLKTEECLHRIRKERWGPRTLDVDILLYGEEMIDLPKLSVPHPRMNERAFVLIPLNDIAANVVEPRSKLKVKDLVFVDDSVKRYK. The compound is Nc1nc2[nH]c(SCc3cccc(F)c3)nc2c(=O)[nH]1. The pKd is 6.7.